Dataset: Full USPTO retrosynthesis dataset with 1.9M reactions from patents (1976-2016). Task: Predict the reactants needed to synthesize the given product. (1) Given the product [CH2:16]([N:23]1[CH2:27][C@@H:26]([C:28]2[CH:33]=[CH:32][C:31]([Cl:34])=[C:30]([Cl:35])[CH:29]=2)[C@H:25]([N:36]([CH3:37])[C:7](=[O:8])[C:6]2[CH:10]=[CH:11][C:3]([O:2][CH3:1])=[C:4]([C:12]([F:15])([F:14])[F:13])[CH:5]=2)[CH2:24]1)[C:17]1[CH:18]=[CH:19][CH:20]=[CH:21][CH:22]=1, predict the reactants needed to synthesize it. The reactants are: [CH3:1][O:2][C:3]1[CH:11]=[CH:10][C:6]([C:7](Cl)=[O:8])=[CH:5][C:4]=1[C:12]([F:15])([F:14])[F:13].[CH2:16]([N:23]1[CH2:27][C@@H:26]([C:28]2[CH:33]=[CH:32][C:31]([Cl:34])=[C:30]([Cl:35])[CH:29]=2)[C@H:25]([NH:36][CH3:37])[CH2:24]1)[C:17]1[CH:22]=[CH:21][CH:20]=[CH:19][CH:18]=1.C(N(C(C)C)C(C)C)C. (2) The reactants are: Cl[C:2]1[N:3]=[CH:4][C:5](/[CH:8]=[CH:9]/[C:10]([O:12][CH2:13][CH3:14])=[O:11])=[N:6][CH:7]=1.[CH2:15]([N:22]1[CH2:26][CH2:25][C@@H:24]([NH2:27])[CH2:23]1)[C:16]1[CH:21]=[CH:20][CH:19]=[CH:18][CH:17]=1.CCN(CC)CC. Given the product [CH2:15]([N:22]1[CH2:26][CH2:25][C@@H:24]([NH:27][C:2]2[N:3]=[CH:4][C:5](/[CH:8]=[CH:9]/[C:10]([O:12][CH2:13][CH3:14])=[O:11])=[N:6][CH:7]=2)[CH2:23]1)[C:16]1[CH:17]=[CH:18][CH:19]=[CH:20][CH:21]=1, predict the reactants needed to synthesize it.